Dataset: Full USPTO retrosynthesis dataset with 1.9M reactions from patents (1976-2016). Task: Predict the reactants needed to synthesize the given product. Given the product [Br:28][C:7]1[CH:8]=[C:9]2[C:4](=[CH:5][CH:6]=1)[C:3]([C:2]([F:27])([F:26])[F:1])=[C:12]([O:13][C@H:14]1[CH2:19][CH2:18][C@@H:17]([CH3:20])[CH2:16][CH2:15]1)[CH:11]=[CH:10]2, predict the reactants needed to synthesize it. The reactants are: [F:1][C:2]([F:27])([F:26])[C:3]1[C:12]([O:13][C@H:14]2[CH2:19][CH2:18][C@@H:17]([C:20](F)(F)F)[CH2:16][CH2:15]2)=[CH:11][CH:10]=[C:9]2[C:4]=1[CH:5]=[CH:6][C:7](C=O)=[CH:8]2.[Br:28]C1C=CC2C(=CC=C(O[C@H]3CC[C@@H](C)CC3)C=2)C=1.